Dataset: Full USPTO retrosynthesis dataset with 1.9M reactions from patents (1976-2016). Task: Predict the reactants needed to synthesize the given product. Given the product [NH2:25][C:23]1[C:22]([O:26][C:27]2[CH:32]=[C:31]([C:33]#[CH:34])[C:30]([O:39][CH3:40])=[CH:29][C:28]=2[CH:41]([CH3:43])[CH3:42])=[CH:21][N:20]=[C:19]([NH:18][CH:8]([CH2:7][OH:6])[CH2:9][OH:10])[N:24]=1, predict the reactants needed to synthesize it. The reactants are: C([Si](C)(C)[O:6][CH2:7][CH:8]([NH:18][C:19]1[N:24]=[C:23]([NH2:25])[C:22]([O:26][C:27]2[CH:32]=[C:31]([C:33]#[C:34][Si](C)(C)C)[C:30]([O:39][CH3:40])=[CH:29][C:28]=2[CH:41]([CH3:43])[CH3:42])=[CH:21][N:20]=1)[C:9](C)(C)[O:10][SiH2]C(C)(C)C)(C)(C)C.[F-].C([N+](CCCC)(CCCC)CCCC)CCC.